Task: Predict the reactants needed to synthesize the given product.. Dataset: Full USPTO retrosynthesis dataset with 1.9M reactions from patents (1976-2016) (1) Given the product [Cl:5][C:6]1[CH:17]=[CH:16][C:9]([CH2:10][NH:11][C:12](=[O:15])[CH2:13][CH3:14])=[CH:8][C:7]=1[CH2:18][NH:4][CH:1]1[CH2:3][CH2:2]1, predict the reactants needed to synthesize it. The reactants are: [CH:1]1([NH2:4])[CH2:3][CH2:2]1.[Cl:5][C:6]1[CH:17]=[CH:16][C:9]([CH2:10][NH:11][C:12](=[O:15])[CH2:13][CH3:14])=[CH:8][C:7]=1[CH:18]=O.[BH4-].[Na+].[OH-].[Na+]. (2) Given the product [F:1][C:2]1[CH:20]=[CH:19][C:18]([C:21]([F:24])([F:22])[F:23])=[CH:17][C:3]=1[C:4]([NH:6][C:7]1[CH:8]=[CH:9][C:10]([CH3:16])=[C:11]([C:12]([NH:71][C:68]2[CH:67]=[N:66][C:65]([NH:64][C:58]3[CH:63]=[CH:62][CH:61]=[CH:60][CH:59]=3)=[N:70][CH:69]=2)=[O:13])[CH:15]=1)=[O:5], predict the reactants needed to synthesize it. The reactants are: [F:1][C:2]1[CH:20]=[CH:19][C:18]([C:21]([F:24])([F:23])[F:22])=[CH:17][C:3]=1[C:4]([NH:6][C:7]1[CH:8]=[CH:9][C:10]([CH3:16])=[C:11]([CH:15]=1)[C:12](O)=[O:13])=[O:5].CN(C(ON1N=NC2C=CC=NC1=2)=[N+](C)C)C.F[P-](F)(F)(F)(F)F.C(N(C(C)C)C(C)C)C.[C:58]1([NH:64][C:65]2[N:70]=[CH:69][C:68]([NH2:71])=[CH:67][N:66]=2)[CH:63]=[CH:62][CH:61]=[CH:60][CH:59]=1. (3) Given the product [CH3:1][N:2]1[N:10]=[C:9]([C:11]([NH:13][CH:14]2[CH2:21][CH:20]3[N:22]([CH3:23])[CH:16]([CH2:17][CH2:18][CH2:19]3)[CH2:15]2)=[O:12])[C:8]2[CH:7]=[CH:6][CH:5]=[CH:4][C:3]1=2.[ClH:24], predict the reactants needed to synthesize it. The reactants are: [CH3:1][N:2]1[N:10]=[C:9]([C:11]([NH:13][CH:14]2[CH2:21][CH:20]3[N:22]([CH3:23])[CH:16]([CH2:17][CH2:18][CH2:19]3)[CH2:15]2)=[O:12])[C:8]2[CH:7]=[CH:6][CH:5]=[CH:4][C:3]1=2.[ClH:24]. (4) Given the product [CH3:1][O:2][C:3]1[CH:9]=[CH:8][C:6]([NH:7][C:16]([NH:15][C:18]2[S:19][C:20]([C:23]([F:25])([F:24])[F:26])=[N:21][N:22]=2)=[O:17])=[C:5]([C:10]2[S:11][CH:12]=[CH:13][N:14]=2)[CH:4]=1, predict the reactants needed to synthesize it. The reactants are: [CH3:1][O:2][C:3]1[CH:9]=[CH:8][C:6]([NH2:7])=[C:5]([C:10]2[S:11][CH:12]=[CH:13][N:14]=2)[CH:4]=1.[N:15]([C:18]1[S:19][C:20]([C:23]([F:26])([F:25])[F:24])=[N:21][N:22]=1)=[C:16]=[O:17]. (5) Given the product [Cl:11][C:5]1[CH:6]=[C:7]([Cl:10])[CH:8]=[CH:9][C:4]=1[N:1]1[C:21]([NH2:22])=[C:20]([C:17]2[CH:18]=[CH:19][C:14]([O:13][CH3:12])=[CH:15][CH:16]=2)[N:3]=[N:2]1, predict the reactants needed to synthesize it. The reactants are: [N:1]([C:4]1[CH:9]=[CH:8][C:7]([Cl:10])=[CH:6][C:5]=1[Cl:11])=[N+:2]=[N-:3].[CH3:12][O:13][C:14]1[CH:19]=[CH:18][C:17]([CH2:20][C:21]#[N:22])=[CH:16][CH:15]=1.C[O-].[Na+]. (6) Given the product [C:12]([OH:16])(=[O:15])[CH:13]=[CH2:14].[NH2:1][C:12]([O:20][CH2:17][CH3:18])=[O:16], predict the reactants needed to synthesize it. The reactants are: [NH2:1]CCC[Si](OC)(OC)OC.[C:12]([OH:16])(=[O:15])[CH:13]=[CH2:14].[CH:17]([OH:20])(C)[CH3:18]. (7) Given the product [C:17]([C:16]1[CH:20]=[C:21]([F:24])[CH:22]=[CH:23][C:15]=1[NH:14][C:11](=[O:12])[CH:10]=[CH:9][CH:8]=[CH:7][C:1]1[CH:6]=[CH:5][CH:4]=[CH:3][CH:2]=1)([OH:19])=[O:18], predict the reactants needed to synthesize it. The reactants are: [C:1]1([CH:7]=[CH:8][CH:9]=[CH:10][C:11](Cl)=[O:12])[CH:6]=[CH:5][CH:4]=[CH:3][CH:2]=1.[NH2:14][C:15]1[CH:23]=[CH:22][C:21]([F:24])=[CH:20][C:16]=1[C:17]([OH:19])=[O:18].C(N(CC)CC)C.